Dataset: Forward reaction prediction with 1.9M reactions from USPTO patents (1976-2016). Task: Predict the product of the given reaction. (1) Given the reactants [NH2:1][C:2]1[CH:7]=[CH:6][CH:5]=[CH:4][CH:3]=1.Cl.[N:9]([O-])=O.[Na+].[N:13]1([CH2:19][CH2:20][CH2:21][CH2:22][C:23](=[O:27])[CH2:24][C:25]#[N:26])[CH2:18][CH2:17][O:16][CH2:15][CH2:14]1, predict the reaction product. The product is: [N:13]1([CH2:19][CH2:20][CH2:21][CH2:22][C:23](=[O:27])[C:24](=[N:9][NH:1][C:2]2[CH:7]=[CH:6][CH:5]=[CH:4][CH:3]=2)[C:25]#[N:26])[CH2:18][CH2:17][O:16][CH2:15][CH2:14]1. (2) Given the reactants C(OC([NH:8][C:9]1[N:14]=[CH:13][C:12]([CH:15]([CH2:25][C:26]([O:28][CH3:29])=[O:27])[CH:16](C(OC)=O)[C:17]([O:19][CH3:20])=[O:18])=[CH:11][CH:10]=1)=O)(C)(C)C.NC1N=CC(C(CC(OC)=O)C(C(OC)=O)(C(OC)=O)C(OC)=O)=CC=1.[OH-].[Na+].Cl, predict the reaction product. The product is: [NH2:8][C:9]1[N:14]=[CH:13][C:12]([CH:15]([CH2:25][C:26]([O:28][CH3:29])=[O:27])[CH2:16][C:17]([O:19][CH3:20])=[O:18])=[CH:11][CH:10]=1.